Binary Classification. Given two protein amino acid sequences, predict whether they physically interact or not. From a dataset of Human Reference Interactome with 51,813 positive PPI pairs across 8,248 proteins, plus equal number of experimentally-validated negative pairs. Protein 1 (ENSG00000107897) has sequence MFQFHAGSWESWCCCCLIPADRPWDRGQHWQLEMADTRSVHETRFEAAVKVIQSLPKNGSFQPTNEMMLKFYSFYKQATEGPCKLSRPGFWDPIGRYKWDAWSSLGDMTKEEAMIAYVEEMKKIIETMPMTEKVEELLRVIGPFYEIVEDKKSGRSSDITSDLGNVLTSTPNAKTVNGKAESSDSGAESEEEEAQEEVKGAEQSDNDKKMMKKSADHKNLEVIVTNGYDKDGFVQDIQNDIHASSSLNGRSTEEVKPIDENLGQTGKSAVCIHQDINDDHVEDVTGIQHLTSDSDSEVYC.... Protein 2 (ENSG00000164082) has sequence MGSLLALLALLLLWGAVAEGPAKKVLTLEGDLVLGGLFPVHQKGGPAEDCGPVNEHRGIQRLEAMLFALDRINRDPHLLPGVRLGAHILDSCSKDTHALEQALDFVRASLSRGADGSRHICPDGSYATHGDAPTAITGVIGGSYSDVSIQVANLLRLFQIPQISYASTSAKLSDKSRYDYFARTVPPDFFQAKAMAEILRFFNWTYVSTVASEGDYGETGIEAFELEARARNICVATSEKVGRAMSRAAFEGVVRALLQKPSARVAVLFTRSEDARELLAASQRLNASFTWVASDGWGAL.... Result: 1 (the proteins interact).